Dataset: NCI-60 drug combinations with 297,098 pairs across 59 cell lines. Task: Regression. Given two drug SMILES strings and cell line genomic features, predict the synergy score measuring deviation from expected non-interaction effect. (1) Drug 1: CCCCCOC(=O)NC1=NC(=O)N(C=C1F)C2C(C(C(O2)C)O)O. Drug 2: CNC(=O)C1=NC=CC(=C1)OC2=CC=C(C=C2)NC(=O)NC3=CC(=C(C=C3)Cl)C(F)(F)F. Cell line: COLO 205. Synergy scores: CSS=-1.61, Synergy_ZIP=1.58, Synergy_Bliss=1.31, Synergy_Loewe=-1.36, Synergy_HSA=-1.60. (2) Drug 1: CC1C(C(CC(O1)OC2CC(CC3=C2C(=C4C(=C3O)C(=O)C5=C(C4=O)C(=CC=C5)OC)O)(C(=O)C)O)N)O.Cl. Drug 2: CC1C(C(CC(O1)OC2CC(OC(C2O)C)OC3=CC4=CC5=C(C(=O)C(C(C5)C(C(=O)C(C(C)O)O)OC)OC6CC(C(C(O6)C)O)OC7CC(C(C(O7)C)O)OC8CC(C(C(O8)C)O)(C)O)C(=C4C(=C3C)O)O)O)O. Cell line: SK-MEL-5. Synergy scores: CSS=20.4, Synergy_ZIP=-4.10, Synergy_Bliss=6.29, Synergy_Loewe=1.96, Synergy_HSA=2.36.